The task is: Predict the product of the given reaction.. This data is from Forward reaction prediction with 1.9M reactions from USPTO patents (1976-2016). Given the reactants Br[CH:2]([C:14]1[CH:15]=[N:16][CH:17]=[CH:18][CH:19]=1)[C:3]([C:5]1[C:13]2[C:8](=[CH:9][CH:10]=[CH:11][CH:12]=2)[NH:7][CH:6]=1)=[O:4].[C:20]([O:24][CH2:25][CH2:26][O:27][C:28]1[CH:29]=[C:30]([CH:32]=[C:33]([O:35][CH3:36])[CH:34]=1)[NH2:31])([CH3:23])([CH3:22])[CH3:21], predict the reaction product. The product is: [C:20]([O:24][CH2:25][CH2:26][O:27][C:28]1[CH:29]=[C:30]([NH:31][CH:2]([C:14]2[CH:15]=[N:16][CH:17]=[CH:18][CH:19]=2)[C:3]([C:5]2[C:13]3[C:8](=[CH:9][CH:10]=[CH:11][CH:12]=3)[NH:7][CH:6]=2)=[O:4])[CH:32]=[C:33]([O:35][CH3:36])[CH:34]=1)([CH3:23])([CH3:22])[CH3:21].